This data is from Full USPTO retrosynthesis dataset with 1.9M reactions from patents (1976-2016). The task is: Predict the reactants needed to synthesize the given product. Given the product [CH3:6][N:7]([CH3:29])[C:8]1[N:28]=[C:11]2[CH:12]=[CH:13][C:14]([NH:16][C:17]([C:19]3[N:23]([CH3:24])[N:22]=[CH:21][C:20]=3[C:25]([N:1]3[CH2:5][CH2:4][CH2:3][CH2:2]3)=[O:26])=[O:18])=[CH:15][N:10]2[N:9]=1, predict the reactants needed to synthesize it. The reactants are: [NH:1]1[CH2:5][CH2:4][CH2:3][CH2:2]1.[CH3:6][N:7]([CH3:29])[C:8]1[N:28]=[C:11]2[CH:12]=[CH:13][C:14]([NH:16][C:17]([C:19]3[N:23]([CH3:24])[N:22]=[CH:21][C:20]=3[C:25](O)=[O:26])=[O:18])=[CH:15][N:10]2[N:9]=1.